This data is from Reaction yield outcomes from USPTO patents with 853,638 reactions. The task is: Predict the reaction yield, written as a fraction of the theoretical maximum amount of product (1.0 means a 100% yield; for example, 0.34 means a 34% yield). (1) The reactants are [SH:1][C:2]1[S:3][C:4]2[CH2:13][C:12]3[C:11]([O:14][CH2:15][C:16]([O:18]CC)=[O:17])=[CH:10][CH:9]=[CH:8][C:7]=3[C:5]=2[N:6]=1.[C:21]1([CH:27]([C:32]2[CH:37]=[CH:36][CH:35]=[CH:34][CH:33]=2)[CH2:28][CH2:29][CH2:30]I)[CH:26]=[CH:25][CH:24]=[CH:23][CH:22]=1. No catalyst specified. The product is [C:21]1([CH:27]([C:32]2[CH:33]=[CH:34][CH:35]=[CH:36][CH:37]=2)[CH2:28][CH2:29][CH2:30][S:1][C:2]2[S:3][C:4]3[CH2:13][C:12]4[C:11]([O:14][CH2:15][C:16]([OH:18])=[O:17])=[CH:10][CH:9]=[CH:8][C:7]=4[C:5]=3[N:6]=2)[CH:26]=[CH:25][CH:24]=[CH:23][CH:22]=1. The yield is 0.440. (2) The reactants are C(O)C.C([NH:11][C@H:12]1[CH2:17][CH2:16][N:15]([C:18]2[CH:23]=[CH:22][C:21]([N+:24]([O-])=O)=[C:20]([O:27][CH3:28])[CH:19]=2)[CH2:14][C@H:13]1[F:29])C1C=CC=CC=1. The catalyst is [Pd].C(OCC)(=O)C. The product is [NH2:24][C:21]1[CH:22]=[CH:23][C:18]([N:15]2[CH2:16][CH2:17][C@H:12]([NH2:11])[C@H:13]([F:29])[CH2:14]2)=[CH:19][C:20]=1[O:27][CH3:28]. The yield is 0.900. (3) The reactants are [Cl:1][C:2]1[CH:3]=[C:4]([S:8]([NH:11][C:12]2[CH:20]=[CH:19][C:15]([C:16]([OH:18])=[O:17])=[C:14]([OH:21])[CH:13]=2)(=[O:10])=[O:9])[S:5][C:6]=1[Cl:7].Cl[CH2:23][C:24]([NH2:26])=[O:25].C([O-])(O)=O.[Na+].[Na+].[I-]. The catalyst is CN(C=O)C. The product is [Cl:1][C:2]1[CH:3]=[C:4]([S:8]([NH:11][C:12]2[CH:20]=[CH:19][C:15]([C:16]([O:18][CH2:23][C:24]([NH2:26])=[O:25])=[O:17])=[C:14]([OH:21])[CH:13]=2)(=[O:9])=[O:10])[S:5][C:6]=1[Cl:7]. The yield is 0.290. (4) The reactants are C([O:8][C:9]1[CH:10]=[C:11]([C:24]2[CH:29]=[CH:28][CH:27]=[CH:26][N:25]=2)[C:12]2[S:16][C:15]([NH:17][C:18]([NH:20][CH2:21][CH3:22])=[O:19])=[N:14][C:13]=2[CH:23]=1)C1C=CC=CC=1.CS(O)(=O)=O. The catalyst is C(Cl)Cl.CCOCC. The product is [CH2:21]([NH:20][C:18]([NH:17][C:15]1[S:16][C:12]2[C:11]([C:24]3[CH:29]=[CH:28][CH:27]=[CH:26][N:25]=3)=[CH:10][C:9]([OH:8])=[CH:23][C:13]=2[N:14]=1)=[O:19])[CH3:22]. The yield is 0.970. (5) The reactants are [OH:1][C:2]1([CH2:8][N:9]2[C:13]([CH3:14])=[CH:12][CH:11]=[C:10]2[C:15]2[CH:20]=[CH:19][CH:18]=[CH:17][CH:16]=2)[CH2:7][CH2:6][NH:5][CH2:4][CH2:3]1.[O:21]=[C:22]1[C:27]([CH:28]=O)=[CH:26][CH:25]=[CH:24][NH:23]1.C(O[BH-](OC(=O)C)OC(=O)C)(=O)C.[Na+].C(=O)(O)[O-].[Na+]. The catalyst is ClCCl.C(Cl)(Cl)Cl.C(OCC)(=O)C.C(O)(=O)C. The product is [OH:1][C:2]1([CH2:8][N:9]2[C:10]([C:15]3[CH:20]=[CH:19][CH:18]=[CH:17][CH:16]=3)=[CH:11][CH:12]=[C:13]2[CH3:14])[CH2:7][CH2:6][N:5]([CH2:28][C:27]2[C:22](=[O:21])[NH:23][CH:24]=[CH:25][CH:26]=2)[CH2:4][CH2:3]1. The yield is 0.390. (6) The reactants are F.F.F.C(N(CC)CC)C.[Si]([O:28][CH2:29][C@H:30]1[O:34][C@@H:33]([N:35]2[CH:42]=[C:41]([CH3:43])[C:39](=[O:40])[NH:38][C:36]2=[O:37])[C@H:32]([O:44][CH2:45][CH2:46][O:47][N:48]([CH3:50])[CH3:49])[C@@H:31]1[OH:51])(C(C)(C)C)(C1C=CC=CC=1)C1C=CC=CC=1.CO. The catalyst is C1COCC1.C(Cl)Cl. The product is [CH3:49][N:48]([CH3:50])[O:47][CH2:46][CH2:45][O:44][C@@H:32]1[C@H:31]([OH:51])[C@@H:30]([CH2:29][OH:28])[O:34][C@H:33]1[N:35]1[CH:42]=[C:41]([CH3:43])[C:39](=[O:40])[NH:38][C:36]1=[O:37]. The yield is 0.925. (7) The reactants are [C:1]([O:5][C:6](=[O:22])[NH:7][C:8]1[CH:13]=[CH:12][CH:11]=[C:10]([NH:14][CH:15]2[CH2:20][CH2:19][N:18]([CH3:21])[CH2:17][CH2:16]2)[CH:9]=1)([CH3:4])([CH3:3])[CH3:2].C=O.[C:25](O)(=O)C.C([BH3-])#N.[Na+]. The catalyst is CO. The product is [C:1]([O:5][C:6](=[O:22])[NH:7][C:8]1[CH:13]=[CH:12][CH:11]=[C:10]([N:14]([CH3:25])[CH:15]2[CH2:20][CH2:19][N:18]([CH3:21])[CH2:17][CH2:16]2)[CH:9]=1)([CH3:4])([CH3:3])[CH3:2]. The yield is 0.820.